Predict the product of the given reaction. From a dataset of Forward reaction prediction with 1.9M reactions from USPTO patents (1976-2016). The product is: [C:12]([O:16][C:17]([N:19]1[CH2:24][CH2:23][N:22]([C:2]2[CH:3]=[N:4][C:5]([C:8]([F:11])([F:10])[F:9])=[N:6][CH:7]=2)[CH2:21][CH2:20]1)=[O:18])([CH3:15])([CH3:13])[CH3:14]. Given the reactants Cl[C:2]1[CH:3]=[N:4][C:5]([C:8]([F:11])([F:10])[F:9])=[N:6][CH:7]=1.[C:12]([O:16][C:17]([N:19]1[CH2:24][CH2:23][NH:22][CH2:21][CH2:20]1)=[O:18])([CH3:15])([CH3:14])[CH3:13], predict the reaction product.